Task: Predict the reaction yield, written as a fraction of the theoretical maximum amount of product (1.0 means a 100% yield; for example, 0.34 means a 34% yield).. Dataset: Reaction yield outcomes from USPTO patents with 853,638 reactions (1) The reactants are [C:1]1([N:7]2[C:17]3[C:12](=[CH:13][CH:14]=[CH:15][CH:16]=3)[C:10](=O)[C:8]2=[O:9])[CH:6]=[CH:5][CH:4]=[CH:3][CH:2]=1.[NH2:18][C:19]1[CH:20]=[CH:21][C:22]([Cl:25])=[N:23][CH:24]=1. No catalyst specified. The product is [Cl:25][C:22]1[N:23]=[CH:24][C:19]([N:18]=[C:10]2[C:12]3[C:17](=[CH:16][CH:15]=[CH:14][CH:13]=3)[N:7]([C:1]3[CH:6]=[CH:5][CH:4]=[CH:3][CH:2]=3)[C:8]2=[O:9])=[CH:20][CH:21]=1. The yield is 0.590. (2) The catalyst is CC(O)=O. The yield is 0.290. The reactants are [CH2:1]([N:8]1[C:12]2[CH:13]=[C:14]([NH2:17])[CH:15]=[CH:16][C:11]=2[N:10]=[CH:9]1)[C:2]1[CH:7]=[CH:6][CH:5]=[CH:4][CH:3]=1.[Br:18]Br.N.CO.C(Cl)(Cl)Cl. The product is [CH2:1]([N:8]1[C:12]2[C:13]([Br:18])=[C:14]([NH2:17])[CH:15]=[CH:16][C:11]=2[N:10]=[CH:9]1)[C:2]1[CH:3]=[CH:4][CH:5]=[CH:6][CH:7]=1. (3) The reactants are [C:1]([O:5][C:6]([N:8]1[CH2:13][C@H:12]([CH2:14][O:15][CH3:16])[NH:11][CH2:10][C@H:9]1[CH3:17])=[O:7])([CH3:4])([CH3:3])[CH3:2].C(=O)([O-])[O-].[K+].[K+].C(#N)C.Br[CH2:28][C:29]([O:31][CH2:32][C:33]1[CH:38]=[CH:37][CH:36]=[CH:35][CH:34]=1)=[O:30]. The catalyst is C(Cl)(Cl)Cl. The product is [C:1]([O:5][C:6]([N:8]1[CH2:13][C@H:12]([CH2:14][O:15][CH3:16])[N:11]([CH2:28][C:29]([O:31][CH2:32][C:33]2[CH:38]=[CH:37][CH:36]=[CH:35][CH:34]=2)=[O:30])[CH2:10][C@H:9]1[CH3:17])=[O:7])([CH3:4])([CH3:3])[CH3:2]. The yield is 0.920. (4) The reactants are O=[C:2]1[CH2:7][CH2:6][CH:5]([O:8][C:9]2[CH:17]=[CH:16][C:12]([C:13]([NH2:15])=[O:14])=[CH:11][CH:10]=2)[CH2:4][CH2:3]1.[C:18]1([CH2:24][CH2:25][CH2:26][NH2:27])[CH:23]=[CH:22][CH:21]=[CH:20][CH:19]=1.C(O[BH-](OC(=O)C)OC(=O)C)(=O)C.C(O)(=O)C. The catalyst is C(Cl)Cl. The product is [C:18]1([CH2:24][CH2:25][CH2:26][NH:27][CH:2]2[CH2:7][CH2:6][CH:5]([O:8][C:9]3[CH:17]=[CH:16][C:12]([C:13]([NH2:15])=[O:14])=[CH:11][CH:10]=3)[CH2:4][CH2:3]2)[CH:23]=[CH:22][CH:21]=[CH:20][CH:19]=1. The yield is 0.860.